From a dataset of Full USPTO retrosynthesis dataset with 1.9M reactions from patents (1976-2016). Predict the reactants needed to synthesize the given product. (1) Given the product [CH3:14][C:15]1[CH:23]=[CH:22][C:21]([CH3:24])=[C:20]2[C:16]=1[CH:17]=[C:18]([C:25]([NH:1][C@@H:2]1[CH2:6][CH2:5][NH:4][CH2:3]1)=[O:26])[NH:19]2, predict the reactants needed to synthesize it. The reactants are: [NH2:1][C@@H:2]1[CH2:6][CH2:5][N:4](C(OC(C)(C)C)=O)[CH2:3]1.[CH3:14][C:15]1[CH:23]=[CH:22][C:21]([CH3:24])=[C:20]2[C:16]=1[CH:17]=[C:18]([C:25](O)=[O:26])[NH:19]2.N. (2) Given the product [Cl:21][C:15]1[CH:14]=[C:13]2[C:18]([C:19](=[O:20])[C:10]([CH2:9][NH:8][C:6]([C:5]3[CH:28]=[CH:29][C:2]([N:35]4[CH2:36][CH2:37][CH:32]([N:31]([CH3:38])[CH3:30])[CH2:33][CH2:34]4)=[N:3][CH:4]=3)=[O:7])=[CH:11][N:12]2[C:22]2[CH:27]=[CH:26][CH:25]=[CH:24][CH:23]=2)=[CH:17][CH:16]=1, predict the reactants needed to synthesize it. The reactants are: Cl[C:2]1[CH:29]=[CH:28][C:5]([C:6]([NH:8][CH2:9][C:10]2[C:19](=[O:20])[C:18]3[C:13](=[CH:14][C:15]([Cl:21])=[CH:16][CH:17]=3)[N:12]([C:22]3[CH:27]=[CH:26][CH:25]=[CH:24][CH:23]=3)[CH:11]=2)=[O:7])=[CH:4][N:3]=1.[CH3:30][N:31]([CH3:38])[CH:32]1[CH2:37][CH2:36][NH:35][CH2:34][CH2:33]1. (3) Given the product [CH:35]1[C:34]2[C:39](=[N:40][C:41]3[C:46]([C:33]=2[NH:25][CH2:24][CH2:23][CH2:22][CH2:21][CH2:20][CH2:19][CH2:18][CH2:17][NH:16][C:12]2[C:13]4[C:4]([N:5]=[C:6]5[C:11]=2[CH2:10][CH2:9][CH2:8][CH2:7]5)=[CH:3][C:2]([Cl:1])=[CH:15][CH:14]=4)=[CH:45][CH:44]=[CH:43][CH:42]=3)[CH:38]=[CH:37][CH:36]=1, predict the reactants needed to synthesize it. The reactants are: [Cl:1][C:2]1[CH:3]=[C:4]2[C:13](=[CH:14][CH:15]=1)[C:12]([NH:16][CH2:17][CH2:18][CH2:19][CH2:20][CH2:21][CH2:22][CH2:23][CH2:24][NH2:25])=[C:11]1[C:6]([CH2:7][CH2:8][CH2:9][CH2:10]1)=[N:5]2.C(O)CCCC.Cl[C:33]1[C:34]2[C:39]([N:40]=[C:41]3[C:46]=1[CH:45]=[CH:44][CH:43]=[CH:42]3)=[CH:38][CH:37]=[CH:36][CH:35]=2. (4) Given the product [CH3:13][S:12][C:8]1[N:7]=[C:6]([C:5]2[N:27]3[CH:28]=[CH:29][CH:30]=[C:25]([C:24]([O:23][CH3:22])=[O:32])[C:26]3=[N:31][CH:4]=2)[CH:11]=[CH:10][N:9]=1, predict the reactants needed to synthesize it. The reactants are: C(O/[CH:4]=[CH:5]/[C:6]1[CH:11]=[CH:10][N:9]=[C:8]([S:12][CH3:13])[N:7]=1)C.BrN1C(=O)CCC1=O.[CH3:22][O:23][C:24](=[O:32])[C:25]1[CH:30]=[CH:29][CH:28]=[N:27][C:26]=1[NH2:31]. (5) Given the product [C:11]([O:15][C:16]([N:18]1[CH2:23][CH2:22][CH2:21][CH:20]([CH:24]=[O:25])[CH2:19]1)=[O:17])([CH3:14])([CH3:13])[CH3:12], predict the reactants needed to synthesize it. The reactants are: CS(C)=O.C(Cl)(=O)C(Cl)=O.[C:11]([O:15][C:16]([N:18]1[CH2:23][CH2:22][CH2:21][CH:20]([CH2:24][OH:25])[CH2:19]1)=[O:17])([CH3:14])([CH3:13])[CH3:12].CCN(CC)CC. (6) Given the product [CH:1]1([C:4]2[CH:5]=[CH:6][N:17]([C:11]3[CH:16]=[CH:15][CH:14]=[CH:13][CH:12]=3)[N:18]=2)[CH2:3][CH2:2]1, predict the reactants needed to synthesize it. The reactants are: [CH:1]1([C:4](=O)/[CH:5]=[CH:6]/N(C)C)[CH2:3][CH2:2]1.[C:11]1([NH:17][NH2:18])[CH:16]=[CH:15][CH:14]=[CH:13][CH:12]=1. (7) Given the product [C:12]1([CH2:11][O:10][C:5]2[CH:4]=[CH:3][C:2]([Cl:1])=[CH:7][C:6]=2[CH2:8][Br:19])[CH:17]=[CH:16][CH:15]=[CH:14][CH:13]=1, predict the reactants needed to synthesize it. The reactants are: [Cl:1][C:2]1[CH:3]=[CH:4][C:5]([O:10][CH2:11][C:12]2[CH:17]=[CH:16][CH:15]=[CH:14][CH:13]=2)=[C:6]([CH2:8]O)[CH:7]=1.P(Br)(Br)[Br:19]. (8) Given the product [CH2:27]([N:29]([CH2:2][CH2:3][CH2:4][CH2:5][O:6][C:7]1[CH:8]=[CH:9][C:10]2[C:14]([C:15]3[CH:20]=[CH:19][C:18]([C:21]([F:24])([F:23])[F:22])=[CH:17][CH:16]=3)=[C:13]([CH3:25])[S:12][C:11]=2[CH:26]=1)[CH2:30][CH2:31][OH:32])[CH3:28], predict the reactants needed to synthesize it. The reactants are: Br[CH2:2][CH2:3][CH2:4][CH2:5][O:6][C:7]1[CH:8]=[CH:9][C:10]2[C:14]([C:15]3[CH:20]=[CH:19][C:18]([C:21]([F:24])([F:23])[F:22])=[CH:17][CH:16]=3)=[C:13]([CH3:25])[S:12][C:11]=2[CH:26]=1.[CH2:27]([NH:29][CH2:30][CH2:31][OH:32])[CH3:28]. (9) Given the product [Cl:8][C:9]1[N:14]=[C:13]([CH2:15][S:4]([CH:1]2[CH2:3][CH2:2]2)(=[O:6])=[O:5])[CH:12]=[C:11]([N:17]2[CH2:22][CH2:21][O:20][CH2:19][C@@H:18]2[CH3:23])[N:10]=1, predict the reactants needed to synthesize it. The reactants are: [CH:1]1([S:4]([O-:6])=[O:5])[CH2:3][CH2:2]1.[Na+].[Cl:8][C:9]1[N:14]=[C:13]([CH2:15]I)[CH:12]=[C:11]([N:17]2[CH2:22][CH2:21][O:20][CH2:19][C@@H:18]2[CH3:23])[N:10]=1.